From a dataset of Forward reaction prediction with 1.9M reactions from USPTO patents (1976-2016). Predict the product of the given reaction. (1) Given the reactants Br[C:2]1[CH:10]=[C:9]2[C:5]([CH2:6][N:7]([C:12]3[CH:17]=[CH:16][C:15]([CH:18]([CH3:26])[C:19]([O:21][C:22]([CH3:25])([CH3:24])[CH3:23])=[O:20])=[CH:14][CH:13]=3)[C:8]2=[O:11])=[CH:4][CH:3]=1.[CH:27](/B(O)O)=[CH:28]/[CH3:29].C(=O)([O-])[O-].[Cs+].[Cs+].COCCOC.O, predict the reaction product. The product is: [O:11]=[C:8]1[C:9]2[C:5](=[CH:4][CH:3]=[C:2]([CH:27]=[CH:28][CH3:29])[CH:10]=2)[CH2:6][N:7]1[C:12]1[CH:13]=[CH:14][C:15]([CH:18]([CH3:26])[C:19]([O:21][C:22]([CH3:23])([CH3:25])[CH3:24])=[O:20])=[CH:16][CH:17]=1. (2) Given the reactants [OH-].[Na+].C([NH:6][C:7]1[S:11][C:10]2[C:12]([O:23][CH2:24][CH2:25][N:26]([CH2:29][CH3:30])[CH2:27][CH3:28])=[C:13]([C:16]3[CH:21]=[CH:20][C:19]([OH:22])=[CH:18][CH:17]=3)[CH:14]=[CH:15][C:9]=2[C:8]=1[C:31]([O:33][CH2:34][CH3:35])=[O:32])(=O)C, predict the reaction product. The product is: [NH2:6][C:7]1[S:11][C:10]2[C:12]([O:23][CH2:24][CH2:25][N:26]([CH2:27][CH3:28])[CH2:29][CH3:30])=[C:13]([C:16]3[CH:17]=[CH:18][C:19]([OH:22])=[CH:20][CH:21]=3)[CH:14]=[CH:15][C:9]=2[C:8]=1[C:31]([O:33][CH2:34][CH3:35])=[O:32]. (3) Given the reactants [CH3:1][O:2][C:3]1[CH:8]=[C:7]([N:9]2[CH2:14][CH2:13][O:12][CH2:11][CH2:10]2)[C:6]([N+:15]([O-])=O)=[CH:5][C:4]=1[NH:18][C:19]1[N:24]=[C:23]([N:25]2[CH:29]=[C:28]([CH:30]=O)[C:27]([CH3:32])=[N:26]2)[CH:22]=[CH:21][N:20]=1.Cl.[CH3:34][O:35][CH:36]1[CH2:39][NH:38][CH2:37]1, predict the reaction product. The product is: [CH3:1][O:2][C:3]1[C:4]([NH:18][C:19]2[N:24]=[C:23]([N:25]3[CH:29]=[C:28]([CH2:30][N:38]4[CH2:39][CH:36]([O:35][CH3:34])[CH2:37]4)[C:27]([CH3:32])=[N:26]3)[CH:22]=[CH:21][N:20]=2)=[CH:5][C:6]([NH:15][C:3](=[O:2])[CH:4]=[CH2:5])=[C:7]([N:9]2[CH2:14][CH2:13][O:12][CH2:11][CH2:10]2)[CH:8]=1. (4) The product is: [C:26]([C:25]1[C:20]([O:19][CH:17]([CH3:18])[CH2:16][CH2:15][O:14][C:11]2[CH:12]=[CH:13][C:8]([CH2:7][CH2:6][C:5]([OH:37])=[O:4])=[C:9]([CH3:36])[CH:10]=2)=[N:21][CH:22]=[C:23]([CH2:34][CH3:35])[CH:24]=1)(=[O:33])[C:27]1[CH:28]=[CH:29][CH:30]=[CH:31][CH:32]=1. Given the reactants [OH-].[Na+].C[O:4][C:5](=[O:37])[CH2:6][CH2:7][C:8]1[CH:13]=[CH:12][C:11]([O:14][CH2:15][CH2:16][CH:17]([O:19][C:20]2[C:25]([C:26](=[O:33])[C:27]3[CH:32]=[CH:31][CH:30]=[CH:29][CH:28]=3)=[CH:24][C:23]([CH2:34][CH3:35])=[CH:22][N:21]=2)[CH3:18])=[CH:10][C:9]=1[CH3:36].Cl, predict the reaction product. (5) Given the reactants [H-].[Na+].[N:3]1([CH2:8][CH2:9][O:10][CH2:11][C:12]2[CH:17]=[CH:16][C:15]([OH:18])=[CH:14][CH:13]=2)[CH:7]=[CH:6][N:5]=[N:4]1.[Cl:19][C:20]1[CH:25]=[CH:24][C:23]([CH:26]=[CH:27][C:28]2[O:29][CH:30]=[C:31]([CH2:33]Cl)[N:32]=2)=[CH:22][CH:21]=1, predict the reaction product. The product is: [Cl:19][C:20]1[CH:25]=[CH:24][C:23](/[CH:26]=[CH:27]/[C:28]2[O:29][CH:30]=[C:31]([CH2:33][O:18][C:15]3[CH:14]=[CH:13][C:12]([CH2:11][O:10][CH2:9][CH2:8][N:3]4[CH:7]=[CH:6][N:5]=[N:4]4)=[CH:17][CH:16]=3)[N:32]=2)=[CH:22][CH:21]=1.